From a dataset of Catalyst prediction with 721,799 reactions and 888 catalyst types from USPTO. Predict which catalyst facilitates the given reaction. (1) Reactant: [CH:1]1([C:6]2([C:19]([OH:21])=O)[CH2:18][CH:9]3[CH2:10][N:11]([C:13](=[O:17])[N:14]([CH3:16])[CH3:15])[CH2:12][CH:8]3[CH2:7]2)[CH2:5][CH2:4][CH2:3][CH2:2]1.C(N(CC)CC)C.ClC(OCC)=O.[N-:35]=[N+:36]=[N-:37].[Na+]. Product: [CH:1]1([C:6]2([C:19]([N:35]=[N+:36]=[N-:37])=[O:21])[CH2:18][CH:9]3[CH2:10][N:11]([C:13](=[O:17])[N:14]([CH3:15])[CH3:16])[CH2:12][CH:8]3[CH2:7]2)[CH2:2][CH2:3][CH2:4][CH2:5]1. The catalyst class is: 95. (2) Reactant: [CH3:1][C@H:2]1[C:7](=[O:8])[O:6][CH2:5][C:4]([CH3:10])([CH3:9])[NH:3]1.[C:11]1([CH3:19])[CH:16]=[CH:15][C:14]([Mg]Br)=[CH:13][CH:12]=1.[NH4+].[Cl-].CCOCC. Product: [CH3:1][C@H:2]1[C@@:7]([C:14]2[CH:15]=[CH:16][C:11]([CH3:19])=[CH:12][CH:13]=2)([OH:8])[O:6][CH2:5][C:4]([CH3:10])([CH3:9])[NH:3]1. The catalyst class is: 1. (3) Reactant: [CH3:1][C:2]1[CH:7]=[CH:6][N:5]=[CH:4][C:3]=1[N:8]1[CH2:12][CH2:11][NH:10][C:9]1=[O:13].Cl[C:15]1[O:16][C:17]2[CH:23]=[CH:22][CH:21]=[CH:20][C:18]=2[N:19]=1.N[C@@H]1CCCC[C@H]1N.C(=O)([O-])[O-].[K+].[K+]. Product: [O:16]1[C:17]2[CH:23]=[CH:22][CH:21]=[CH:20][C:18]=2[N:19]=[C:15]1[N:10]1[CH2:11][CH2:12][N:8]([C:3]2[CH:4]=[N:5][CH:6]=[CH:7][C:2]=2[CH3:1])[C:9]1=[O:13]. The catalyst class is: 246. (4) Reactant: [Si:1]([O:8][CH2:9][C:10]([NH:13][C:14]([C:16]1[C:20]2=[N:21][C:22]([C:25]3[C:33]4[C:28](=[CH:29][C:30]([CH3:34])=[CH:31][CH:32]=4)[NH:27][N:26]=3)=[CH:23][N:24]=[C:19]2[N:18]([C:35]([C:48]2[CH:53]=[CH:52][CH:51]=[CH:50][CH:49]=2)([C:42]2[CH:47]=[CH:46][CH:45]=[CH:44][CH:43]=2)[C:36]2[CH:41]=[CH:40][CH:39]=[CH:38][CH:37]=2)[CH:17]=1)=[O:15])([CH3:12])[CH3:11])([C:4]([CH3:7])([CH3:6])[CH3:5])([CH3:3])[CH3:2].Cl[CH2:55][C:56]([N:58]1[CH2:63][CH2:62][O:61][CH2:60][CH2:59]1)=[O:57].C([O-])([O-])=O.[K+].[K+].C(OCC)(=O)C. Product: [Si:1]([O:8][CH2:9][C:10]([NH:13][C:14]([C:16]1[C:20]2=[N:21][C:22]([C:25]3[C:33]4[C:28](=[CH:29][C:30]([CH3:34])=[CH:31][CH:32]=4)[N:27]([CH2:55][C:56]([N:58]4[CH2:63][CH2:62][O:61][CH2:60][CH2:59]4)=[O:57])[N:26]=3)=[CH:23][N:24]=[C:19]2[N:18]([C:35]([C:36]2[CH:37]=[CH:38][CH:39]=[CH:40][CH:41]=2)([C:42]2[CH:43]=[CH:44][CH:45]=[CH:46][CH:47]=2)[C:48]2[CH:49]=[CH:50][CH:51]=[CH:52][CH:53]=2)[CH:17]=1)=[O:15])([CH3:11])[CH3:12])([C:4]([CH3:6])([CH3:7])[CH3:5])([CH3:2])[CH3:3]. The catalyst class is: 3. (5) Reactant: [F:1][CH:2]([F:31])[O:3][C:4]1[CH:5]=[C:6]([N:14]([CH2:24][C:25]2[CH:26]=[N:27][CH:28]=[CH:29][CH:30]=2)[C:15]2[CH:16]=[C:17]([C:21](=[O:23])[CH3:22])[CH:18]=[CH:19][CH:20]=2)[CH:7]=[CH:8][C:9]=1[O:10][CH:11]([F:13])[F:12].[CH3:32][Mg]Cl.[NH4+].[Cl-].CCOC(C)=O. Product: [F:31][CH:2]([F:1])[O:3][C:4]1[CH:5]=[C:6]([N:14]([CH2:24][C:25]2[CH:26]=[N:27][CH:28]=[CH:29][CH:30]=2)[C:15]2[CH:16]=[C:17]([C:21]([OH:23])([CH3:32])[CH3:22])[CH:18]=[CH:19][CH:20]=2)[CH:7]=[CH:8][C:9]=1[O:10][CH:11]([F:13])[F:12]. The catalyst class is: 1. (6) Reactant: Br[C:2]1[CH:3]=[C:4]([CH:7]=[CH:8][C:9]=1[CH:10]1[N:15]([CH3:16])[C:14](=[O:17])[N:13]([C:18]2[CH:23]=[CH:22][CH:21]=[C:20]([C:24]([F:27])([F:26])[F:25])[CH:19]=2)[C:12]2[CH2:28][CH2:29][NH:30][C:31](=[O:32])[C:11]1=2)[C:5]#[N:6].[C:33]([O-:36])(=[O:35])C.[Na+].[C]=O.[CH3:40]O. Product: [C:5]([C:4]1[CH:7]=[CH:8][C:9]([CH:10]2[N:15]([CH3:16])[C:14](=[O:17])[N:13]([C:18]3[CH:23]=[CH:22][CH:21]=[C:20]([C:24]([F:27])([F:26])[F:25])[CH:19]=3)[C:12]3[CH2:28][CH2:29][NH:30][C:31](=[O:32])[C:11]2=3)=[C:2]([CH:3]=1)[C:33]([O:36][CH3:40])=[O:35])#[N:6]. The catalyst class is: 140.